The task is: Predict the product of the given reaction.. This data is from Forward reaction prediction with 1.9M reactions from USPTO patents (1976-2016). (1) The product is: [NH2:18][C:16]1[NH:15][C:13](=[O:14])[CH:12]=[C:11]([NH2:10])[N:17]=1. Given the reactants C1[C@H](NCC2[C:12]3[C:13]([N:15]=[C:16]([NH2:18])[NH:17][C:11]=3[N:10]([C@@H]3O[C@H](CO)[C@@H](O)[C@H]3O)C=2)=[O:14])[C@@H](O)[C@@H](O)C=1.NC1N=C2N=CC(C#N)=C2C(=O)N=1.ClC(CC#N)=O.ClCC#N.C(OC)=O, predict the reaction product. (2) The product is: [Cl:15][C:16]1[CH:17]=[C:18]([CH2:22][C:23]([C:29]2[S:28][C:27]([Cl:26])=[CH:31][CH:30]=2)=[O:25])[CH:19]=[CH:20][CH:21]=1. Given the reactants O=P12OP3(OP(OP(O3)(O1)=O)(=O)O2)=O.[Cl:15][C:16]1[CH:17]=[C:18]([CH2:22][C:23]([OH:25])=O)[CH:19]=[CH:20][CH:21]=1.[Cl:26][C:27]1[S:28][CH:29]=[CH:30][CH:31]=1.ClCCCl, predict the reaction product. (3) Given the reactants Cl[CH2:2][C:3]1[N:4]=[C:5]([CH:8]([CH3:10])[CH3:9])[S:6][CH:7]=1.[P:11]([O:18]CC)([O:15][CH2:16][CH3:17])[O:12][CH2:13][CH3:14].C(OCC)(=O)C, predict the reaction product. The product is: [CH:8]([C:5]1[S:6][CH:7]=[C:3]([CH2:2][P:11](=[O:18])([O:15][CH2:16][CH3:17])[O:12][CH2:13][CH3:14])[N:4]=1)([CH3:10])[CH3:9]. (4) The product is: [N:18]1([C:9]2[CH:10]=[CH:11][C:12]([C:14]([F:15])([F:16])[F:17])=[CH:13][C:8]=2[CH2:7][N:1]2[CH2:2][CH2:3][N:4]([C:24]([O:25][N:26]3[C:30](=[O:31])[CH2:29][CH2:28][C:27]3=[O:32])=[O:33])[CH2:5][CH2:6]2)[CH2:19][CH2:20][O:21][CH2:22][CH2:23]1. Given the reactants [N:1]1([CH2:7][C:8]2[CH:13]=[C:12]([C:14]([F:17])([F:16])[F:15])[CH:11]=[CH:10][C:9]=2[N:18]2[CH2:23][CH2:22][O:21][CH2:20][CH2:19]2)[CH2:6][CH2:5][NH:4][CH2:3][CH2:2]1.[C:24](=O)([O:33]N1C(=O)CCC1=O)[O:25][N:26]1[C:30](=[O:31])[CH2:29][CH2:28][C:27]1=[O:32].ClCCl.C(N(CC)C(C)C)(C)C, predict the reaction product. (5) Given the reactants [O:1]=[C:2]1[C:10]2[C:5](=[CH:6][CH:7]=[CH:8][CH:9]=2)[C:4](=[O:11])[N:3]1[C:12]1[CH:19]=[CH:18][C:15]([C:16]#[N:17])=[C:14]([S:20]([F:25])([F:24])([F:23])([F:22])[F:21])[CH:13]=1.O.[NH2:27]N.[CH2:29](O)[CH3:30], predict the reaction product. The product is: [NH2:3][C:12]1[CH:19]=[CH:18][C:15]([C:16]#[N:17])=[C:14]([S:20]([F:25])([F:21])([F:22])([F:23])[F:24])[CH:13]=1.[CH2:29]([N:3]([C:12]1[CH:19]=[CH:18][C:15]([C:16]#[N:17])=[C:14]([S:20]([F:24])([F:25])([F:21])([F:22])[F:23])[CH:13]=1)[C:4](=[O:11])[C:5]1[C:10](=[CH:9][CH:8]=[CH:7][CH:6]=1)[C:2]([NH2:27])=[O:1])[CH3:30]. (6) Given the reactants [NH2:1][C@@H:2]1[C:11]2[C:6](=[CH:7][CH:8]=[CH:9][CH:10]=2)[C@H:5]([OH:12])[CH2:4][CH2:3]1.[H-].[Na+].F[C:16]1[CH:17]=[CH:18][C:19]2[N:20]([C:22]([C@@H:25]3[CH2:29][C:28]([CH3:31])([CH3:30])[CH2:27][N:26]3[CH3:32])=[N:23][N:24]=2)[CH:21]=1.N, predict the reaction product. The product is: [CH3:32][N:26]1[CH2:27][C:28]([CH3:31])([CH3:30])[CH2:29][C@H:25]1[C:22]1[N:20]2[CH:21]=[C:16]([O:12][C@H:5]3[C:6]4[C:11](=[CH:10][CH:9]=[CH:8][CH:7]=4)[C@@H:2]([NH2:1])[CH2:3][CH2:4]3)[CH:17]=[CH:18][C:19]2=[N:24][N:23]=1.